From a dataset of Forward reaction prediction with 1.9M reactions from USPTO patents (1976-2016). Predict the product of the given reaction. (1) The product is: [C:48]([NH:47][CH2:46][CH2:45][C:43]1[CH:44]=[C:39]([F:38])[CH:40]=[CH:41][C:42]=1[C:51]1[O:24][N:23]=[C:22]([C@@H:10]2[C@:9]([C:4]3[CH:5]=[CH:6][C:7]([F:8])=[C:2]([F:1])[CH:3]=3)([OH:25])[CH2:14][CH2:13][N:12]([C:15]([O:17][C:18]([CH3:21])([CH3:19])[CH3:20])=[O:16])[CH2:11]2)[C:52]=1[Br:53])(=[O:50])[CH3:49]. Given the reactants [F:1][C:2]1[CH:3]=[C:4]([C@@:9]2([OH:25])[CH2:14][CH2:13][N:12]([C:15]([O:17][C:18]([CH3:21])([CH3:20])[CH3:19])=[O:16])[CH2:11][C@@H:10]2[CH:22]=[N:23][OH:24])[CH:5]=[CH:6][C:7]=1[F:8].CC1C=CC(S(NCl)(=O)=O)=CC=1.[F:38][C:39]1[CH:40]=[CH:41][C:42]([C:51]#[C:52][Br:53])=[C:43]([CH2:45][CH2:46][NH:47][C:48](=[O:50])[CH3:49])[CH:44]=1, predict the reaction product. (2) Given the reactants ClC1C=C(N[N:10]=[C:11]([C:14]#[N:15])[C:12]#[N:13])C=CC=1Cl.[Cl:16][C:17]1[CH:18]=[C:19]([CH:21]=[CH:22][C:23]=1[Cl:24])[NH2:20].C(#N)CC#N.O.[NH2:31][NH2:32], predict the reaction product. The product is: [Cl:16][C:17]1[CH:18]=[C:19]([NH:20][N:10]=[C:11]2[C:12]([NH2:13])=[N:32][N:31]=[C:14]2[NH2:15])[CH:21]=[CH:22][C:23]=1[Cl:24]. (3) Given the reactants Cl[O-].[Na+].C(N(CC)CC)C.[Br:11][C:12]1[CH:20]=[CH:19][C:15](/[CH:16]=[N:17]/[OH:18])=[C:14]([O:21][CH2:22][C:23]#[C:24][C:25]2[C:29]([C:30]([F:33])([F:32])[F:31])=[C:28]([C:34]3[CH:39]=[CH:38][CH:37]=[CH:36][CH:35]=3)[O:27][N:26]=2)[CH:13]=1, predict the reaction product. The product is: [Br:11][C:12]1[CH:20]=[CH:19][C:15]2[C:16]3=[N:17][O:18][C:24]([C:25]4[C:29]([C:30]([F:33])([F:31])[F:32])=[C:28]([C:34]5[CH:39]=[CH:38][CH:37]=[CH:36][CH:35]=5)[O:27][N:26]=4)=[C:23]3[CH2:22][O:21][C:14]=2[CH:13]=1. (4) Given the reactants [CH3:1][C:2]1[NH:10][C:5]2=[N:6][CH:7]=[CH:8][CH:9]=[C:4]2[C:3]=1[C:11]([O:13][C:14]([CH3:17])([CH3:16])[CH3:15])=[O:12].C(=O)([O-])[O-].[Cs+].[Cs+].CN(C=O)C.Br[CH:30]([CH3:35])[C:31]([O:33][CH3:34])=[O:32], predict the reaction product. The product is: [CH3:34][O:33][C:31](=[O:32])[CH:30]([N:10]1[C:5]2=[N:6][CH:7]=[CH:8][CH:9]=[C:4]2[C:3]([C:11]([O:13][C:14]([CH3:17])([CH3:16])[CH3:15])=[O:12])=[C:2]1[CH3:1])[CH3:35]. (5) Given the reactants Cl.Cl.[CH3:3][C@H:4]1[C:12]2[C:11]([N:13]3[CH2:18][CH2:17][NH:16][CH2:15][CH2:14]3)=[N:10][CH:9]=[N:8][C:7]=2[C@H:6]([OH:19])[CH2:5]1.[C:20]([O:24][C:25]([N:27]([CH:40]([CH3:42])[CH3:41])[CH2:28][CH:29]([C:33]1[CH:38]=[CH:37][C:36]([Cl:39])=[CH:35][CH:34]=1)[C:30](O)=[O:31])=[O:26])([CH3:23])([CH3:22])[CH3:21].CN(C(ON1N=NC2C=CC=CC1=2)=[N+](C)C)C.F[P-](F)(F)(F)(F)F, predict the reaction product. The product is: [Cl:39][C:36]1[CH:37]=[CH:38][C:33]([CH:29]([C:30]([N:16]2[CH2:15][CH2:14][N:13]([C:11]3[C:12]4[C@H:4]([CH3:3])[CH2:5][C@@H:6]([OH:19])[C:7]=4[N:8]=[CH:9][N:10]=3)[CH2:18][CH2:17]2)=[O:31])[CH2:28][N:27]([CH:40]([CH3:41])[CH3:42])[C:25](=[O:26])[O:24][C:20]([CH3:22])([CH3:21])[CH3:23])=[CH:34][CH:35]=1. (6) Given the reactants C1(P(C2CCCCC2)C2CCCCC2)CCCCC1.Br[C:21]1[C:33]2[C:32]3[C:27](=[CH:28][C:29]([C:34]([OH:37])([CH3:36])[CH3:35])=[CH:30][CH:31]=3)[NH:26][C:25]=2[C:24]([C:38]([NH2:40])=[O:39])=[CH:23][CH:22]=1.[CH3:41][C:42]1([CH3:58])[C:46]([CH3:48])([CH3:47])[O:45][B:44]([B:44]2[O:45][C:46]([CH3:48])([CH3:47])[C:42]([CH3:58])([CH3:41])[O:43]2)[O:43]1.C([O-])(=O)C.[K+], predict the reaction product. The product is: [OH:37][C:34]([C:29]1[CH:28]=[C:27]2[C:32]([C:33]3[C:21]([B:44]4[O:45][C:46]([CH3:48])([CH3:47])[C:42]([CH3:58])([CH3:41])[O:43]4)=[CH:22][CH:23]=[C:24]([C:38]([NH2:40])=[O:39])[C:25]=3[NH:26]2)=[CH:31][CH:30]=1)([CH3:36])[CH3:35]. (7) Given the reactants [CH3:1][C:2]1[CH:11]=[CH:10][C:9]2[C:4](=[CH:5][CH:6]=[CH:7][C:8]=2[N:12]2[CH2:17][CH2:16][N:15](CCC3C=C(C=CC=3)N)[CH2:14][CH2:13]2)[N:3]=1.C(=O)([O-])[O-].[K+].[K+].Cl[CH2:34][C:35]([C:37]1[CH:38]=[C:39]([NH:43][C:44](=[O:46])[CH3:45])[CH:40]=[CH:41][CH:42]=1)=[O:36], predict the reaction product. The product is: [CH3:1][C:2]1[CH:11]=[CH:10][C:9]2[C:4](=[CH:5][CH:6]=[CH:7][C:8]=2[N:12]2[CH2:17][CH2:16][N:15]([CH2:34][C:35]([C:37]3[CH:38]=[C:39]([NH:43][C:44](=[O:46])[CH3:45])[CH:40]=[CH:41][CH:42]=3)=[O:36])[CH2:14][CH2:13]2)[N:3]=1. (8) Given the reactants [C:1]([C:3]1[N:8]=[C:7]([NH:9][C:10](=[O:14])[N:11]([CH3:13])[CH3:12])[CH:6]=[CH:5][CH:4]=1)#[N:2].[C:15](OC)(=[O:23])[C:16]1[C:17](=[CH:19][CH:20]=[CH:21][CH:22]=1)[SH:18].C(N(CC)CC)C, predict the reaction product. The product is: [CH3:13][N:11]([CH3:12])[C:10]([NH:9][C:7]1[CH:6]=[CH:5][CH:4]=[C:3]([C:1]2[S:18][C:17]3[CH:19]=[CH:20][CH:21]=[CH:22][C:16]=3[C:15](=[O:23])[N:2]=2)[N:8]=1)=[O:14]. (9) Given the reactants [C:1]([C:3]1[CH:4]=[C:5]([B:10]2[O:18][C:15]([CH3:17])([CH3:16])[C:12]([CH3:14])([CH3:13])[O:11]2)[CH:6]=[CH:7][C:8]=1F)#[N:2].[NH:19]1[CH2:23][CH2:22][CH2:21][CH2:20]1, predict the reaction product. The product is: [N:19]1([C:8]2[CH:7]=[CH:6][C:5]([B:10]3[O:18][C:15]([CH3:17])([CH3:16])[C:12]([CH3:14])([CH3:13])[O:11]3)=[CH:4][C:3]=2[C:1]#[N:2])[CH2:23][CH2:22][CH2:21][CH2:20]1. (10) Given the reactants Br[C:2]1[S:6][C:5]([C:7]2[CH:8]=[CH:9][C:10]([F:15])=[C:11]([CH:14]=2)[C:12]#[N:13])=[N:4][N:3]=1.CC1(C)C(C)(C)OB([C:24]2[CH:32]=[CH:31][CH:30]=[C:29]3[C:25]=2[CH2:26][CH2:27][C@@H:28]3[NH:33][C:34](=[O:40])[O:35][C:36]([CH3:39])([CH3:38])[CH3:37])O1.C(=O)([O-])[O-].[K+].[K+].N#N, predict the reaction product. The product is: [C:12]([C:11]1[CH:14]=[C:7]([C:5]2[S:6][C:2]([C:24]3[CH:32]=[CH:31][CH:30]=[C:29]4[C:25]=3[CH2:26][CH2:27][C@@H:28]4[NH:33][C:34](=[O:40])[O:35][C:36]([CH3:38])([CH3:37])[CH3:39])=[N:3][N:4]=2)[CH:8]=[CH:9][C:10]=1[F:15])#[N:13].